From a dataset of Full USPTO retrosynthesis dataset with 1.9M reactions from patents (1976-2016). Predict the reactants needed to synthesize the given product. (1) Given the product [CH3:8][C:3]1[CH:4]=[CH:5][CH:6]=[CH:7][C:2]=1[C:14]1[CH:15]=[CH:16][C:11]([CH:9]=[O:10])=[CH:12][CH:13]=1, predict the reactants needed to synthesize it. The reactants are: Br[C:2]1[CH:7]=[CH:6][CH:5]=[CH:4][C:3]=1[CH3:8].[CH:9]([C:11]1[CH:16]=[CH:15][C:14](B(O)O)=[CH:13][CH:12]=1)=[O:10]. (2) Given the product [CH3:1][C:2]1[CH:7]=[C:6]([Cl:8])[CH:5]=[C:4]([N:10]2[CH2:15][CH2:14][O:13][CH2:12][CH2:11]2)[N:3]=1, predict the reactants needed to synthesize it. The reactants are: [CH3:1][C:2]1[CH:7]=[C:6]([Cl:8])[CH:5]=[C:4](Cl)[N:3]=1.[NH:10]1[CH2:15][CH2:14][O:13][CH2:12][CH2:11]1. (3) Given the product [CH3:1][C:2]1[CH:7]=[CH:6][CH:5]=[C:4]([CH2:8][CH2:9][CH3:10])[C:3]=1[C:11]1[CH:16]=[CH:15][CH:14]=[C:13]([CH2:17][OH:18])[CH:12]=1, predict the reactants needed to synthesize it. The reactants are: [CH3:1][C:2]1[CH:7]=[CH:6][CH:5]=[C:4]([CH2:8][CH2:9][CH3:10])[C:3]=1[C:11]1[CH:16]=[CH:15][CH:14]=[C:13]([C:17](OC)=[O:18])[CH:12]=1.[H-].[Al+3].[Li+].[H-].[H-].[H-].O.O.O.O.O.O.O.O.O.O.[O-]S([O-])(=O)=O.[Na+].[Na+]. (4) Given the product [C:8]([C:12]1[CH:13]=[C:14]([NH:30][S:31]([CH3:34])(=[O:32])=[O:33])[C:15]([O:28][CH3:29])=[C:16]([NH:18][C:19](=[O:27])[NH:35][C:36]2[C:45]3[C:40](=[CH:41][CH:42]=[CH:43][CH:44]=3)[C:39]([O:46][C:47]3[CH:52]=[CH:51][N:50]=[C:49]([NH:53][C:54]4[CH:59]=[CH:58][C:57]([P:60]([CH3:65])(=[O:64])[O:61][CH2:62][CH3:63])=[C:56]([O:66][CH3:67])[CH:55]=4)[N:48]=3)=[CH:38][CH:37]=2)[CH:17]=1)([CH3:11])([CH3:10])[CH3:9], predict the reactants needed to synthesize it. The reactants are: C(N(CC)CC)C.[C:8]([C:12]1[CH:13]=[C:14]([NH:30][S:31]([CH3:34])(=[O:33])=[O:32])[C:15]([O:28][CH3:29])=[C:16]([NH:18][C:19](=[O:27])OC2C=CC=CC=2)[CH:17]=1)([CH3:11])([CH3:10])[CH3:9].[NH2:35][C:36]1[C:45]2[C:40](=[CH:41][CH:42]=[CH:43][CH:44]=2)[C:39]([O:46][C:47]2[CH:52]=[CH:51][N:50]=[C:49]([NH:53][C:54]3[CH:59]=[CH:58][C:57]([P:60]([CH3:65])(=[O:64])[O:61][CH2:62][CH3:63])=[C:56]([O:66][CH3:67])[CH:55]=3)[N:48]=2)=[CH:38][CH:37]=1. (5) The reactants are: C([O:8][C:9]1[CH:10]=[C:11]2[C:16](=[CH:17][CH:18]=1)[N:15]1[CH:19]=[N:20][C:21](/[CH:22]=[C:23]3/[C:24](=[O:36])[N:25]([C:29]([O:31][C:32]([CH3:35])([CH3:34])[CH3:33])=[O:30])[CH2:26][CH2:27][CH2:28]/3)=[C:14]1[CH2:13][CH2:12]2)C1C=CC=CC=1. Given the product [OH:8][C:9]1[CH:10]=[C:11]2[C:16](=[CH:17][CH:18]=1)[N:15]1[CH:19]=[N:20][C:21]([CH2:22][CH:23]3[CH2:28][CH2:27][CH2:26][N:25]([C:29]([O:31][C:32]([CH3:34])([CH3:33])[CH3:35])=[O:30])[C:24]3=[O:36])=[C:14]1[CH2:13][CH2:12]2, predict the reactants needed to synthesize it. (6) Given the product [Cl:48][C:45]1[CH:44]=[CH:43][C:42]([C:39]2[NH:38][C:37]([CH:33]3[CH2:34][CH2:35][CH2:36][N:32]3[C:30]([C@:14]34[CH2:26][CH2:25][C@@H:24]([C:27]([CH3:29])=[CH2:28])[C@@H:15]3[C@@H:16]3[C@@:11]([CH3:49])([CH2:12][CH2:13]4)[C@@:10]4([CH3:50])[C@@H:19]([C@:20]5([CH3:23])[C@@H:7]([CH2:8][CH2:9]4)[C:6]([CH3:51])([CH3:52])[C@@H:5]([OH:4])[CH2:22][CH2:21]5)[CH2:18][CH2:17]3)=[O:31])=[N:41][CH:40]=2)=[CH:47][CH:46]=1, predict the reactants needed to synthesize it. The reactants are: C([O:4][C@H:5]1[CH2:22][CH2:21][C@@:20]2([CH3:23])[C@@H:7]([CH2:8][CH2:9][C@:10]3([CH3:50])[C@@H:19]2[CH2:18][CH2:17][C@H:16]2[C@@:11]3([CH3:49])[CH2:12][CH2:13][C@@:14]3([C:30]([N:32]4[CH2:36][CH2:35][CH2:34][CH:33]4[C:37]4[NH:38][C:39]([C:42]5[CH:47]=[CH:46][C:45]([Cl:48])=[CH:44][CH:43]=5)=[CH:40][N:41]=4)=[O:31])[CH2:26][CH2:25][C@@H:24]([C:27]([CH3:29])=[CH2:28])[C@@H:15]32)[C:6]1([CH3:52])[CH3:51])(=O)C.C(=O)([O-])[O-].[K+].[K+].